Dataset: Catalyst prediction with 721,799 reactions and 888 catalyst types from USPTO. Task: Predict which catalyst facilitates the given reaction. (1) Reactant: C(=O)([O-])[O-].[Cs+].[Cs+].[Br:7][C:8]1[N:13]=[CH:12][C:11]([OH:14])=[CH:10][CH:9]=1.Cl[C:16]1[C:21]([C:22]2[CH:27]=[CH:26][N:25]=[C:24]([NH:28][CH3:29])[N:23]=2)=[CH:20][CH:19]=[CH:18][N:17]=1.C(Cl)Cl. Product: [Br:7][C:8]1[N:13]=[CH:12][C:11]([O:14][C:16]2[C:21]([C:22]3[CH:27]=[CH:26][N:25]=[C:24]([NH:28][CH3:29])[N:23]=3)=[CH:20][CH:19]=[CH:18][N:17]=2)=[CH:10][CH:9]=1. The catalyst class is: 6. (2) Reactant: [CH2:1]([C:3]([F:31])([CH2:29][CH3:30])[CH2:4][N:5]1[CH2:10][CH2:9][CH:8]([CH2:11][O:12][C:13]2[CH:18]=[CH:17][C:16]([C:19]3[CH:24]=[CH:23][C:22]([C:25]([O:27]C)=[O:26])=[CH:21][CH:20]=3)=[CH:15][CH:14]=2)[CH2:7][CH2:6]1)[CH3:2].CO.O.O[Li].O. Product: [CH2:1]([C:3]([F:31])([CH2:29][CH3:30])[CH2:4][N:5]1[CH2:6][CH2:7][CH:8]([CH2:11][O:12][C:13]2[CH:18]=[CH:17][C:16]([C:19]3[CH:24]=[CH:23][C:22]([C:25]([OH:27])=[O:26])=[CH:21][CH:20]=3)=[CH:15][CH:14]=2)[CH2:9][CH2:10]1)[CH3:2]. The catalyst class is: 1. (3) Reactant: [Br:1][C:2]1[CH:3]=[C:4]([NH:13][CH:14]2[CH2:19][CH2:18][O:17][CH2:16][CH2:15]2)[C:5]([CH3:12])=[C:6]([CH:11]=1)[C:7]([O:9][CH3:10])=[O:8].[C:20](O)([C:22]([F:25])([F:24])[F:23])=O.[BH4-].[Na+].[OH-].[Na+]. Product: [Br:1][C:2]1[CH:3]=[C:4]([N:13]([CH:14]2[CH2:19][CH2:18][O:17][CH2:16][CH2:15]2)[CH2:20][C:22]([F:25])([F:24])[F:23])[C:5]([CH3:12])=[C:6]([CH:11]=1)[C:7]([O:9][CH3:10])=[O:8]. The catalyst class is: 33. (4) Reactant: [Br:1][C:2]1[CH:22]=[CH:21][C:5]2[C:6]([CH2:19]Br)=[C:7]([C:9]([C:11]3[CH:16]=[CH:15][C:14]([Cl:17])=[CH:13][C:12]=3[Cl:18])=[O:10])[O:8][C:4]=2[CH:3]=1.[CH3:23][O-:24].[Na+]. Product: [Br:1][C:2]1[CH:22]=[CH:21][C:5]2[C:6]([CH2:19][O:24][CH3:23])=[C:7]([C:9]([C:11]3[CH:16]=[CH:15][C:14]([Cl:17])=[CH:13][C:12]=3[Cl:18])=[O:10])[O:8][C:4]=2[CH:3]=1. The catalyst class is: 5.